From a dataset of Full USPTO retrosynthesis dataset with 1.9M reactions from patents (1976-2016). Predict the reactants needed to synthesize the given product. (1) Given the product [CH3:22][O:21][C:19]([NH:1][C@@H:2]([CH:6]1[CH2:7][CH2:8][O:9][CH2:10][CH2:11]1)[C:3]([OH:5])=[O:4])=[O:20], predict the reactants needed to synthesize it. The reactants are: [NH2:1][C@@H:2]([CH:6]1[CH2:11][CH2:10][O:9][CH2:8][CH2:7]1)[C:3]([OH:5])=[O:4].C(=O)([O-])[O-].[Na+].[Na+].Cl[C:19]([O:21][CH3:22])=[O:20]. (2) Given the product [ClH:22].[CH3:1][O:2][C:3](=[O:24])[C@@H:4]([N:8]1[C:14](=[O:15])[CH2:13][CH2:12][N:11]([C:16]2[CH:21]=[CH:20][C:19]([Cl:22])=[C:18]([Cl:23])[CH:17]=2)[CH2:10][CH2:9]1)[CH2:5][CH2:6][N:30]1[CH2:31][CH2:32][C:27]2([CH2:25][CH2:26]2)[C@H:28]([OH:33])[CH2:29]1, predict the reactants needed to synthesize it. The reactants are: [CH3:1][O:2][C:3](=[O:24])[C@@H:4]([N:8]1[C:14](=[O:15])[CH2:13][CH2:12][N:11]([C:16]2[CH:21]=[CH:20][C:19]([Cl:22])=[C:18]([Cl:23])[CH:17]=2)[CH2:10][CH2:9]1)[CH2:5][CH:6]=O.[CH2:25]1[C:27]2([CH2:32][CH2:31][NH:30][CH2:29][C@H:28]2[OH:33])[CH2:26]1. (3) Given the product [OH:1][CH2:2][C:3]1[CH:4]=[C:5]([CH:10]=[CH:11][C:12]=1[O:13][CH:14]([CH3:16])[CH3:15])[C:6]([OH:8])=[O:7], predict the reactants needed to synthesize it. The reactants are: [OH:1][CH2:2][C:3]1[CH:4]=[C:5]([CH:10]=[CH:11][C:12]=1[O:13][CH:14]([CH3:16])[CH3:15])[C:6]([O:8]C)=[O:7].[OH-].[Na+].